Dataset: Forward reaction prediction with 1.9M reactions from USPTO patents (1976-2016). Task: Predict the product of the given reaction. (1) Given the reactants [N+:1]([C:4]1[CH:9]=[CH:8][C:7]([N:10]2[CH2:15][CH2:14]C(N3CCCCC3)[CH2:12][CH2:11]2)=[CH:6][N:5]=1)([O-:3])=[O:2].[CH:22]([N:25]1CCN(C2C=CC(N)=NC=2)CC1)([CH3:24])[CH3:23].CN1CCN(C2C=CC(N)=NC=2)CC1, predict the reaction product. The product is: [CH:22]([N:25]1[CH2:12][CH2:11][N:10]([C:7]2[CH:6]=[N:5][C:4]([N+:1]([O-:3])=[O:2])=[CH:9][CH:8]=2)[CH2:15][CH2:14]1)([CH3:24])[CH3:23]. (2) Given the reactants [C:1]([O:5][C:6](=[O:15])[CH:7]([O:11][C:12](=[O:14])[CH3:13])[C:8]([CH3:10])=[O:9])([CH3:4])([CH3:3])[CH3:2].[H-].[Na+].[CH2:18](Br)[CH2:19][CH2:20][CH3:21], predict the reaction product. The product is: [C:1]([O:5][C:6](=[O:15])[C:7]([O:11][C:12](=[O:14])[CH3:13])([C:8](=[O:9])[CH3:10])[CH2:18][CH2:19][CH2:20][CH3:21])([CH3:2])([CH3:3])[CH3:4].